Dataset: Reaction yield outcomes from USPTO patents with 853,638 reactions. Task: Predict the reaction yield, written as a fraction of the theoretical maximum amount of product (1.0 means a 100% yield; for example, 0.34 means a 34% yield). (1) The reactants are [Br:1][CH2:2][CH2:3][O:4][C:5]1[CH:10]=[CH:9][C:8]([N+:11]([O-:13])=[O:12])=[CH:7][C:6]=1[C:14]1[N:18]([CH3:19])[N:17]=[CH:16][CH:15]=1.[Cl:20]N1C(=O)CCC1=O. The catalyst is CN(C=O)C. The product is [Br:1][CH2:2][CH2:3][O:4][C:5]1[CH:10]=[CH:9][C:8]([N+:11]([O-:13])=[O:12])=[CH:7][C:6]=1[C:14]1[N:18]([CH3:19])[N:17]=[CH:16][C:15]=1[Cl:20]. The yield is 0.890. (2) The reactants are [Cl:1][C:2]1[N:7]=[C:6](Cl)[CH:5]=[C:4]([Cl:9])[N:3]=1.C(N(CC)CC)C.Br.[Br:18][CH2:19][CH2:20][CH2:21][NH2:22]. The catalyst is C(#N)C. The product is [Br:18][CH2:19][CH2:20][CH2:21][NH:22][C:6]1[CH:5]=[C:4]([Cl:9])[N:3]=[C:2]([Cl:1])[N:7]=1. The yield is 0.300. (3) The reactants are [CH2:1]([C:3]1([OH:29])[C:26]2[CH:25]=[C:24]3[N:10]([CH2:11][C:12]4[C:13]3=[N:14][C:15]3[CH:16]=[C:17]([F:23])[C:18]([F:22])=[CH:19][C:20]=3[CH:21]=4)[C:9](=[O:27])[C:8]=2[CH2:7][O:6][C:5](=[O:28])[CH2:4]1)[CH3:2].[C:30]([NH:37][CH2:38][C:39](O)=[O:40])([O:32][C:33]([CH3:36])([CH3:35])[CH3:34])=[O:31].C1(N=C=NC2CCCCC2)CCCCC1. The catalyst is CN(C)C1C=CN=CC=1.N1C=CC=CC=1. The product is [C:33]([O:32][C:30]([NH:37][CH2:38][C:39]([O:29][C:3]1([CH2:1][CH3:2])[C:26]2[CH:25]=[C:24]3[N:10]([CH2:11][C:12]4[C:13]3=[N:14][C:15]3[CH:16]=[C:17]([F:23])[C:18]([F:22])=[CH:19][C:20]=3[CH:21]=4)[C:9](=[O:27])[C:8]=2[CH2:7][O:6][C:5](=[O:28])[CH2:4]1)=[O:40])=[O:31])([CH3:36])([CH3:35])[CH3:34]. The yield is 0.140.